This data is from NCI-60 drug combinations with 297,098 pairs across 59 cell lines. The task is: Regression. Given two drug SMILES strings and cell line genomic features, predict the synergy score measuring deviation from expected non-interaction effect. (1) Drug 1: CC12CCC3C(C1CCC2O)C(CC4=C3C=CC(=C4)O)CCCCCCCCCS(=O)CCCC(C(F)(F)F)(F)F. Drug 2: CC1=C(C(=O)C2=C(C1=O)N3CC4C(C3(C2COC(=O)N)OC)N4)N. Cell line: SK-MEL-28. Synergy scores: CSS=20.5, Synergy_ZIP=-7.20, Synergy_Bliss=-3.75, Synergy_Loewe=-23.3, Synergy_HSA=-4.55. (2) Drug 2: CC1C(C(CC(O1)OC2CC(CC3=C2C(=C4C(=C3O)C(=O)C5=CC=CC=C5C4=O)O)(C(=O)C)O)N)O. Synergy scores: CSS=11.8, Synergy_ZIP=-7.35, Synergy_Bliss=-12.8, Synergy_Loewe=-65.2, Synergy_HSA=-12.5. Drug 1: CCCCCOC(=O)NC1=NC(=O)N(C=C1F)C2C(C(C(O2)C)O)O. Cell line: SF-539. (3) Drug 1: CCC(=C(C1=CC=CC=C1)C2=CC=C(C=C2)OCCN(C)C)C3=CC=CC=C3.C(C(=O)O)C(CC(=O)O)(C(=O)O)O. Drug 2: CS(=O)(=O)CCNCC1=CC=C(O1)C2=CC3=C(C=C2)N=CN=C3NC4=CC(=C(C=C4)OCC5=CC(=CC=C5)F)Cl. Cell line: CAKI-1. Synergy scores: CSS=2.82, Synergy_ZIP=4.86, Synergy_Bliss=1.18, Synergy_Loewe=-9.43, Synergy_HSA=-7.01. (4) Drug 1: CC(C1=C(C=CC(=C1Cl)F)Cl)OC2=C(N=CC(=C2)C3=CN(N=C3)C4CCNCC4)N. Drug 2: C1=CC=C(C=C1)NC(=O)CCCCCCC(=O)NO. Cell line: OVCAR-5. Synergy scores: CSS=23.3, Synergy_ZIP=-6.79, Synergy_Bliss=-1.36, Synergy_Loewe=-6.96, Synergy_HSA=-1.92. (5) Drug 1: C1=CN(C(=O)N=C1N)C2C(C(C(O2)CO)O)O.Cl. Cell line: SK-MEL-28. Synergy scores: CSS=16.7, Synergy_ZIP=-2.37, Synergy_Bliss=2.48, Synergy_Loewe=-2.33, Synergy_HSA=2.60. Drug 2: C1=NC2=C(N=C(N=C2N1C3C(C(C(O3)CO)O)F)Cl)N. (6) Drug 1: CN1C(=O)N2C=NC(=C2N=N1)C(=O)N. Drug 2: C1=CC=C(C(=C1)C(C2=CC=C(C=C2)Cl)C(Cl)Cl)Cl. Cell line: SF-268. Synergy scores: CSS=-1.16, Synergy_ZIP=1.90, Synergy_Bliss=1.96, Synergy_Loewe=-1.00, Synergy_HSA=-1.37.